This data is from Catalyst prediction with 721,799 reactions and 888 catalyst types from USPTO. The task is: Predict which catalyst facilitates the given reaction. (1) Reactant: [Cl:1][C:2]1[N:7]=[C:6]([C:8]([O:10][CH3:11])=[O:9])[CH:5]=[C:4]([NH:12][NH2:13])[N:3]=1.[CH3:14][C:15]1C=CC(S(O)(=O)=O)=[CH:17][CH:16]=1.CO/C=C/C(=O)C. Product: [Cl:1][C:2]1[N:7]=[C:6]([C:8]([O:10][CH3:11])=[O:9])[CH:5]=[C:4]([N:12]2[C:16]([CH3:17])=[CH:15][CH:14]=[N:13]2)[N:3]=1. The catalyst class is: 8. (2) Reactant: [N:1]1[CH:6]=[CH:5][CH:4]=[C:3]([CH:7]=[CH:8][C:9]([NH:11][CH2:12][C:13]2[CH:21]=[CH:20][C:16]([C:17]([OH:19])=O)=[CH:15][CH:14]=2)=[O:10])[CH:2]=1.[F:22][C:23]1[CH:28]=[CH:27][C:26]([NH2:29])=[C:25]([NH2:30])[CH:24]=1.FC(F)(F)C(O)=O. Product: [NH2:30][C:25]1[CH:24]=[C:23]([F:22])[CH:28]=[CH:27][C:26]=1[NH:29][C:17](=[O:19])[C:16]1[CH:15]=[CH:14][C:13]([CH2:12][NH:11][C:9](=[O:10])[CH:8]=[CH:7][C:3]2[CH:2]=[N:1][CH:6]=[CH:5][CH:4]=2)=[CH:21][CH:20]=1. The catalyst class is: 7. (3) Reactant: [CH3:1][C:2]([C:35]([OH:37])=[O:36])([C:4]1[CH:5]=[CH:6][C:7]([CH:10]([OH:34])[CH2:11][CH2:12][CH2:13][N:14]2[CH2:19][CH2:18][CH:17]([C:20]([OH:33])([C:27]3[CH:28]=[CH:29][CH:30]=[CH:31][CH:32]=3)[C:21]3[CH:22]=[CH:23][CH:24]=[CH:25][CH:26]=3)[CH2:16][CH2:15]2)=[CH:8][CH:9]=1)[CH3:3].Cl. Product: [CH3:3][C:2]([C:35]([OH:37])=[O:36])([C:4]1[CH:9]=[CH:8][C:7]([CH:10]([OH:34])[CH2:11][CH2:12][CH2:13][N:14]2[CH2:15][CH2:16][CH:17]([C:20]([OH:33])([C:21]3[CH:26]=[CH:25][CH:24]=[CH:23][CH:22]=3)[C:27]3[CH:28]=[CH:29][CH:30]=[CH:31][CH:32]=3)[CH2:18][CH2:19]2)=[CH:6][CH:5]=1)[CH3:1]. The catalyst class is: 244. (4) Reactant: [CH:1]1([S:4]([C:7]2[CH:12]=[CH:11][C:10]([CH:13]([CH2:37][CH:38]3[CH2:43][CH2:42][O:41][CH2:40][CH2:39]3)[C:14](=O)[CH2:15][CH2:16][C:17]([C:19]3[N:24]=[CH:23][C:22]([CH:25]([C:31]([O:33][CH2:34][CH3:35])=[O:32])[C:26]([O:28][CH2:29][CH3:30])=[O:27])=[CH:21][CH:20]=3)=O)=[CH:9][CH:8]=2)(=[O:6])=[O:5])[CH2:3][CH2:2]1.C([O-])(=O)C.[NH4+:48]. Product: [CH:1]1([S:4]([C:7]2[CH:12]=[CH:11][C:10]([CH:13]([C:14]3[NH:48][C:17]([C:19]4[N:24]=[CH:23][C:22]([CH:25]([C:26]([O:28][CH2:29][CH3:30])=[O:27])[C:31]([O:33][CH2:34][CH3:35])=[O:32])=[CH:21][CH:20]=4)=[CH:16][CH:15]=3)[CH2:37][CH:38]3[CH2:43][CH2:42][O:41][CH2:40][CH2:39]3)=[CH:9][CH:8]=2)(=[O:5])=[O:6])[CH2:3][CH2:2]1. The catalyst class is: 342.